From a dataset of Full USPTO retrosynthesis dataset with 1.9M reactions from patents (1976-2016). Predict the reactants needed to synthesize the given product. (1) Given the product [CH:15]1([C@H:7]2[C@H:6]([CH3:18])[C@@H:5]([NH:19][C:20]3[N:21]=[CH:22][CH:23]=[CH:24][N:25]=3)[C:4]3[C:9](=[CH:10][CH:11]=[C:2]([C:34]4[CH:35]=[N:36][NH:37][CH:38]=4)[CH:3]=3)[N:8]2[C:12](=[O:14])[CH3:13])[CH2:17][CH2:16]1, predict the reactants needed to synthesize it. The reactants are: Br[C:2]1[CH:3]=[C:4]2[C:9](=[CH:10][CH:11]=1)[N:8]([C:12](=[O:14])[CH3:13])[C@@H:7]([CH:15]1[CH2:17][CH2:16]1)[C@H:6]([CH3:18])[C@H:5]2[NH:19][C:20]1[N:25]=[CH:24][CH:23]=[CH:22][N:21]=1.CC1(C)C(C)(C)OB([C:34]2[CH:35]=[N:36][N:37](C(OC(C)(C)C)=O)[CH:38]=2)O1.C(=O)([O-])[O-].[K+].[K+]. (2) Given the product [Cl:1][C:2]1[CH:7]=[C:6]([Cl:8])[CH:5]=[CH:4][C:3]=1[C:9]1[C:10]2[N:11]([C:15]([NH:20][CH2:28][CH2:29][CH3:30])=[C:16]([CH2:18][CH3:19])[N:17]=2)[CH:12]=[CH:13][N:14]=1, predict the reactants needed to synthesize it. The reactants are: [Cl:1][C:2]1[CH:7]=[C:6]([Cl:8])[CH:5]=[CH:4][C:3]=1[C:9]1[C:10]2[N:11]([C:15]([N:20]([CH2:28][CH2:29][CH3:30])C(=O)OC(C)(C)C)=[C:16]([CH2:18][CH3:19])[N:17]=2)[CH:12]=[CH:13][N:14]=1.Cl.C(OCC)(=O)C.[OH-].[Na+]. (3) Given the product [Br:1][C:2]1[N:3]=[C:4]([C:8]2[S:12][C:11]([C:21]([C@H:24]3[CH2:29][CH2:28][C@H:27]([C:30]([O:32][CH2:33][CH2:34][CH2:35][CH3:36])=[O:31])[CH2:26][CH2:25]3)([OH:23])[CH3:22])=[N:10][CH:9]=2)[CH:5]=[CH:6][CH:7]=1, predict the reactants needed to synthesize it. The reactants are: [Br:1][C:2]1[CH:7]=[CH:6][CH:5]=[C:4]([C:8]2[S:12][CH:11]=[N:10][CH:9]=2)[N:3]=1.C([N-]C(C)C)(C)C.[Li+].[C:21]([C@H:24]1[CH2:29][CH2:28][C@H:27]([C:30]([O:32][CH2:33][CH2:34][CH2:35][CH3:36])=[O:31])[CH2:26][CH2:25]1)(=[O:23])[CH3:22]. (4) Given the product [C:1]1([S:7]([N:10]2[C:14]3[CH:15]=[N:16][C:17]([C:20]#[N:21])=[C:18]([OH:19])[C:13]=3[C:12]3[CH:22]=[CH:23][CH:24]=[N:25][C:11]2=3)(=[O:8])=[O:9])[CH:2]=[CH:3][CH:4]=[CH:5][CH:6]=1, predict the reactants needed to synthesize it. The reactants are: [C:1]1([S:7]([N:10]2[C:14]3[CH:15]=[N:16][C:17]([C:20]#[N:21])=[C:18]([OH:19])[C:13]=3[C:12]3[CH:22]=[C:23](Br)[CH:24]=[N:25][C:11]2=3)(=[O:9])=[O:8])[CH:6]=[CH:5][CH:4]=[CH:3][CH:2]=1.C(O)C.C(OCC)(=O)C.Cl. (5) Given the product [Cl:1][C:2]1[CH:8]=[C:7]([I:9])[CH:6]=[CH:5][C:3]=1[N:4]1[C:13](=[O:14])[C:12]2=[CH:16][CH:17]=[CH:18][CH:19]=[C:11]2[C:10]1=[O:15], predict the reactants needed to synthesize it. The reactants are: [Cl:1][C:2]1[CH:8]=[C:7]([I:9])[CH:6]=[CH:5][C:3]=1[NH2:4].[C:10]1(=O)[O:15][C:13](=[O:14])[C:12]2=[CH:16][CH:17]=[CH:18][CH:19]=[C:11]12. (6) Given the product [Br:1][C:2]1[CH:7]=[C:6]([N+:8]([O-:10])=[O:9])[CH:5]=[CH:4][C:3]=1[O:18][C:12]1[CH:17]=[CH:16][CH:15]=[CH:14][CH:13]=1, predict the reactants needed to synthesize it. The reactants are: [Br:1][C:2]1[CH:7]=[C:6]([N+:8]([O-:10])=[O:9])[CH:5]=[CH:4][C:3]=1F.[C:12]1([OH:18])[CH:17]=[CH:16][CH:15]=[CH:14][CH:13]=1.C(=O)([O-])[O-].[Cs+].[Cs+]. (7) Given the product [CH2:11]([C@H:10]([NH:9][C:7](=[O:8])[CH2:6][NH:5][C:3](=[O:4])[CH2:2][NH:1][C:91](=[O:92])[C@@H:82]([NH:81][C:79]([O:78][CH2:77][CH:75]1[C:76]2[CH:64]=[CH:65][CH:66]=[CH:67][C:68]=2[C:69]2[C:74]1=[CH:73][CH:72]=[CH:71][CH:70]=2)=[O:80])[CH2:83][C:84]([O:86][C:87]([CH3:90])([CH3:89])[CH3:88])=[O:85])[C:18](=[O:19])[NH:20][CH2:21][C:22]([NH:24][C@@H:25]1[C:30]2=[C:31]3[CH2:46][N:45]4[C:40](=[CH:41][C:42]5[C@:51]([CH2:53][CH3:54])([OH:52])[C:50](=[O:55])[O:49][CH2:48][C:43]=5[C:44]4=[O:47])[C:32]3=[N:33][C:34]3[CH:35]=[C:36]([F:39])[C:37]([CH3:38])=[C:28]([C:29]=32)[CH2:27][CH2:26]1)=[O:23])[C:12]1[CH:17]=[CH:16][CH:15]=[CH:14][CH:13]=1, predict the reactants needed to synthesize it. The reactants are: [NH2:1][CH2:2][C:3]([NH:5][CH2:6][C:7]([NH:9][C@H:10]([C:18]([NH:20][CH2:21][C:22]([NH:24][C@@H:25]1[C:30]2=[C:31]3[CH2:46][N:45]4[C:40](=[CH:41][C:42]5[C@:51]([CH2:53][CH3:54])([OH:52])[C:50](=[O:55])[O:49][CH2:48][C:43]=5[C:44]4=[O:47])[C:32]3=[N:33][C:34]3[CH:35]=[C:36]([F:39])[C:37]([CH3:38])=[C:28]([C:29]=32)[CH2:27][CH2:26]1)=[O:23])=[O:19])[CH2:11][C:12]1[CH:17]=[CH:16][CH:15]=[CH:14][CH:13]=1)=[O:8])=[O:4].ON1C(=O)CCC1=O.[CH:64]1[C:76]2[CH:75]([CH2:77][O:78][C:79]([NH:81][C@H:82]([C:91]([O-])=[O:92])[CH2:83][C:84]([O:86][C:87]([CH3:90])([CH3:89])[CH3:88])=[O:85])=[O:80])[C:74]3[C:69](=[CH:70][CH:71]=[CH:72][CH:73]=3)[C:68]=2[CH:67]=[CH:66][CH:65]=1.C1(N=C=NC2CCCCC2)CCCCC1. (8) Given the product [C:38]([O:37][C:35](=[O:36])[CH2:34][N:11]1[C:10](=[O:21])[C:9]([OH:22])=[C:8]2[C:13]([CH2:14][CH2:15][N:6]([CH2:5][C:4]3[CH:24]=[CH:25][C:26]([F:27])=[C:2]([Cl:1])[CH:3]=3)[C:7]2=[O:23])=[C:12]1[C:16]([O:29][CH3:28])=[O:17])([CH3:41])([CH3:40])[CH3:39], predict the reactants needed to synthesize it. The reactants are: [Cl:1][C:2]1[CH:3]=[C:4]([CH:24]=[CH:25][C:26]=1[F:27])[CH2:5][N:6]1[CH2:15][CH2:14][C:13]2[C:12]([C:16](N(C)C)=[O:17])=[N:11][C:10]([OH:21])=[C:9]([OH:22])[C:8]=2[C:7]1=[O:23].[CH3:28][O-:29].[Mg+2].C[O-].Br[CH2:34][C:35]([O:37][C:38]([CH3:41])([CH3:40])[CH3:39])=[O:36]. (9) Given the product [P:22](=[O:23])([OH:34])([OH:25])[OH:24].[P:22]([O:34][CH2:35][C@H:36]1[O:40][C@@H:39]([N:41]2[C:50]3[N:49]=[CH:48][N:47]=[C:45]([NH2:46])[C:44]=3[N:43]=[CH:42]2)[C@H:38]([OH:51])[C@@H:37]1[OH:52])([O:25][P:26]([O:29][P:30]([OH:32])([OH:33])=[O:31])([OH:28])=[O:27])(=[O:23])[OH:24], predict the reactants needed to synthesize it. The reactants are: [C@@H]1(N2C3N=CN=C(N)C=3N=C2)O[C@H](CO)[C@@H](O)[C@H]1O.[K].Cl.[P:22]([O:34][CH2:35][C@H:36]1[O:40][C@@H:39]([N:41]2[C:50]3[N:49]=[CH:48][N:47]=[C:45]([NH2:46])[C:44]=3[N:43]=[CH:42]2)[C@H:38]([OH:51])[C@@H:37]1[OH:52])([O:25][P:26]([O:29][P:30]([OH:33])([OH:32])=[O:31])([O-:28])=[O:27])(=[O:24])[O-:23].[Na+].[Na+].ClC(Cl)(Cl)C(O)=O.